From a dataset of Reaction yield outcomes from USPTO patents with 853,638 reactions. Predict the reaction yield, written as a fraction of the theoretical maximum amount of product (1.0 means a 100% yield; for example, 0.34 means a 34% yield). The reactants are [C:1]([Si:5]([CH3:24])([CH3:23])[O:6][CH2:7][CH2:8][N:9]1[CH2:14][CH2:13][N:12]([CH2:15][C:16]2[CH:21]=[CH:20][C:19]([NH2:22])=[CH:18][CH:17]=2)[CH2:11][CH2:10]1)([CH3:4])([CH3:3])[CH3:2].C1C(=O)N([Br:32])C(=O)C1. The catalyst is CC#N. The product is [Br:32][C:18]1[CH:17]=[C:16]([CH2:15][N:12]2[CH2:11][CH2:10][N:9]([CH2:8][CH2:7][O:6][Si:5]([C:1]([CH3:4])([CH3:3])[CH3:2])([CH3:24])[CH3:23])[CH2:14][CH2:13]2)[CH:21]=[CH:20][C:19]=1[NH2:22]. The yield is 0.320.